From a dataset of Reaction yield outcomes from USPTO patents with 853,638 reactions. Predict the reaction yield, written as a fraction of the theoretical maximum amount of product (1.0 means a 100% yield; for example, 0.34 means a 34% yield). (1) The reactants are [CH3:1][C:2]1[CH:7]=[CH:6][N:5]=[CH:4][C:3]=1[C:8](=[O:10])[CH3:9].[Cl:11]N1C(=O)CCC1=O. The catalyst is CCOCC.Cl.C(O)(=O)C. The product is [CH3:1][C:2]1[CH:7]=[CH:6][N:5]=[CH:4][C:3]=1[C:8](=[O:10])[CH2:9][Cl:11]. The yield is 0.830. (2) No catalyst specified. The product is [CH3:12][O:11][C:7]1[C:5]2[N:6]=[C:2]([NH:1][C:20]([C:18]3[CH:17]=[CH:16][CH:15]=[C:14]([OH:13])[N:19]=3)=[O:21])[S:3][C:4]=2[CH:10]=[CH:9][CH:8]=1. The reactants are [NH2:1][C:2]1[S:3][C:4]2[CH:10]=[CH:9][CH:8]=[C:7]([O:11][CH3:12])[C:5]=2[N:6]=1.[OH:13][C:14]1[N:19]=[C:18]([C:20](Cl)=[O:21])[CH:17]=[CH:16][CH:15]=1. The yield is 0.0500. (3) The reactants are [CH2:1]([O:3][C:4](=[O:16])[C:5]([CH2:11][C:12]([F:15])([F:14])[F:13])=[CH:6][C:7]([F:10])([F:9])[F:8])[CH3:2]. The catalyst is C1COCC1.[Pd]. The product is [CH2:1]([O:3][C:4](=[O:16])[CH:5]([CH2:11][C:12]([F:13])([F:14])[F:15])[CH2:6][C:7]([F:8])([F:10])[F:9])[CH3:2]. The yield is 0.990. (4) The reactants are COC1C=CC(C[NH:8][C:9]2[C:18]3[C:13](=[CH:14][CH:15]=[CH:16][CH:17]=3)[NH:12][C:11](=[O:19])[C:10]=2[C:20]([O:22][CH3:23])=[O:21])=CC=1. The catalyst is C(O)(C(F)(F)F)=O. The product is [NH2:8][C:9]1[C:18]2[C:13](=[CH:14][CH:15]=[CH:16][CH:17]=2)[NH:12][C:11](=[O:19])[C:10]=1[C:20]([O:22][CH3:23])=[O:21]. The yield is 0.420. (5) The reactants are [NH2:1][C:2]1[N:7]=[CH:6][C:5]([N:8]2[CH2:13][CH2:12][N:11]([C:14]([O:16][C:17]([CH3:20])([CH3:19])[CH3:18])=[O:15])[CH2:10][C@H:9]2[CH3:21])=[CH:4][CH:3]=1.Br[C:23]1[C:24](=[O:31])[N:25]([CH3:30])[CH:26]=[C:27]([Br:29])[CH:28]=1.C(=O)([O-])[O-].[Cs+].[Cs+].CC1(C)C2C(=C(P(C3C=CC=CC=3)C3C=CC=CC=3)C=CC=2)OC2C(P(C3C=CC=CC=3)C3C=CC=CC=3)=CC=CC1=2. The catalyst is C1C=CC(/C=C/C(/C=C/C2C=CC=CC=2)=O)=CC=1.C1C=CC(/C=C/C(/C=C/C2C=CC=CC=2)=O)=CC=1.C1C=CC(/C=C/C(/C=C/C2C=CC=CC=2)=O)=CC=1.[Pd].[Pd].O1CCOCC1. The product is [Br:29][C:27]1[CH:28]=[C:23]([NH:1][C:2]2[N:7]=[CH:6][C:5]([N:8]3[CH2:13][CH2:12][N:11]([C:14]([O:16][C:17]([CH3:20])([CH3:19])[CH3:18])=[O:15])[CH2:10][C@H:9]3[CH3:21])=[CH:4][CH:3]=2)[C:24](=[O:31])[N:25]([CH3:30])[CH:26]=1. The yield is 0.630. (6) The reactants are [F:1][C:2]([F:14])([F:13])[C:3]1[CH:4]=[CH:5][C:6]2[N:7]([CH:9]=[C:10]([NH2:12])[N:11]=2)[CH:8]=1.[C:15]([C:19]1[CH:27]=[CH:26][C:22]([C:23](Cl)=[O:24])=[CH:21][CH:20]=1)([CH3:18])([CH3:17])[CH3:16].C(N(CC)CC)C. No catalyst specified. The product is [C:15]([C:19]1[CH:20]=[CH:21][C:22]([C:23]([NH:12][C:10]2[N:11]=[C:6]3[CH:5]=[CH:4][C:3]([C:2]([F:1])([F:13])[F:14])=[CH:8][N:7]3[CH:9]=2)=[O:24])=[CH:26][CH:27]=1)([CH3:18])([CH3:16])[CH3:17]. The yield is 0.640. (7) The reactants are [CH3:1][O:2][C:3]1[CH:8]=[C:7]([N:9]2[CH2:14][CH2:13][N:12]([CH3:15])[CH2:11][CH2:10]2)[C:6]([N+:16]([O-:18])=[O:17])=[CH:5][C:4]=1[NH:19]C(=O)OC(C)(C)C.C(O)(C(F)(F)F)=O. The catalyst is C(Cl)Cl. The product is [CH3:1][O:2][C:3]1[CH:8]=[C:7]([N:9]2[CH2:14][CH2:13][N:12]([CH3:15])[CH2:11][CH2:10]2)[C:6]([N+:16]([O-:18])=[O:17])=[CH:5][C:4]=1[NH2:19]. The yield is 0.590.